Predict the reaction yield, written as a fraction of the theoretical maximum amount of product (1.0 means a 100% yield; for example, 0.34 means a 34% yield). From a dataset of Reaction yield outcomes from USPTO patents with 853,638 reactions. The reactants are [F:1][C:2]1[CH:7]=[CH:6][C:5]([N:8]2[C:16]3[C:11](=[CH:12][C:13]([O:17][CH2:18][CH2:19][CH2:20][CH2:21][NH:22][CH3:23])=[CH:14][CH:15]=3)[CH:10]=[CH:9]2)=[CH:4][CH:3]=1.C1(P(C2C=CC=CC=2C2C=CC=CC=2)C2CCCCC2)CCCCC1.CC(C)([O-])C.[Na+].Cl.Br[C:57]1[CH:62]=[CH:61][N:60]=[CH:59][CH:58]=1.[OH-].[Na+]. The catalyst is C1(C)C=CC=CC=1.CC([O-])=O.CC([O-])=O.[Pd+2]. The product is [F:1][C:2]1[CH:3]=[CH:4][C:5]([N:8]2[C:16]3[C:11](=[CH:12][C:13]([O:17][CH2:18][CH2:19][CH2:20][CH2:21][N:22]([CH3:23])[C:57]4[CH:62]=[CH:61][N:60]=[CH:59][CH:58]=4)=[CH:14][CH:15]=3)[CH:10]=[CH:9]2)=[CH:6][CH:7]=1. The yield is 0.810.